Dataset: SARS-CoV-2 main protease (3CLPro) crystallographic fragment screen with 879 compounds. Task: Binary Classification. Given a drug SMILES string, predict its activity (active/inactive) in a high-throughput screening assay against a specified biological target. (1) The molecule is CCn1c(NC(C)=O)nc2ccccc21. The result is 0 (inactive). (2) The compound is NC(=O)[C@H]1CCC[C@H]1c1ccsc1. The result is 1 (active). (3) The compound is O=C(O)C1(Cc2ccc(F)cc2)CCNC1. The result is 0 (inactive).